This data is from NCI-60 drug combinations with 297,098 pairs across 59 cell lines. The task is: Regression. Given two drug SMILES strings and cell line genomic features, predict the synergy score measuring deviation from expected non-interaction effect. (1) Drug 1: CC1=C(C=C(C=C1)NC(=O)C2=CC=C(C=C2)CN3CCN(CC3)C)NC4=NC=CC(=N4)C5=CN=CC=C5. Drug 2: CCC1=C2CN3C(=CC4=C(C3=O)COC(=O)C4(CC)O)C2=NC5=C1C=C(C=C5)O. Cell line: MALME-3M. Synergy scores: CSS=5.90, Synergy_ZIP=-1.76, Synergy_Bliss=-0.276, Synergy_Loewe=-59.7, Synergy_HSA=-9.12. (2) Cell line: COLO 205. Drug 2: CCCCC(=O)OCC(=O)C1(CC(C2=C(C1)C(=C3C(=C2O)C(=O)C4=C(C3=O)C=CC=C4OC)O)OC5CC(C(C(O5)C)O)NC(=O)C(F)(F)F)O. Synergy scores: CSS=4.83, Synergy_ZIP=2.48, Synergy_Bliss=5.87, Synergy_Loewe=5.38, Synergy_HSA=3.67. Drug 1: CC1=CC2C(CCC3(C2CCC3(C(=O)C)OC(=O)C)C)C4(C1=CC(=O)CC4)C. (3) Drug 1: C(=O)(N)NO. Drug 2: CC(C)NC(=O)C1=CC=C(C=C1)CNNC.Cl. Cell line: T-47D. Synergy scores: CSS=-1.40, Synergy_ZIP=-0.583, Synergy_Bliss=-4.23, Synergy_Loewe=-6.10, Synergy_HSA=-5.19. (4) Drug 1: CC1=C(C=C(C=C1)NC2=NC=CC(=N2)N(C)C3=CC4=NN(C(=C4C=C3)C)C)S(=O)(=O)N.Cl. Drug 2: CC1CCC2CC(C(=CC=CC=CC(CC(C(=O)C(C(C(=CC(C(=O)CC(OC(=O)C3CCCCN3C(=O)C(=O)C1(O2)O)C(C)CC4CCC(C(C4)OC)OCCO)C)C)O)OC)C)C)C)OC. Cell line: NCI-H522. Synergy scores: CSS=11.3, Synergy_ZIP=-5.76, Synergy_Bliss=-1.52, Synergy_Loewe=-17.5, Synergy_HSA=-1.82.